The task is: Predict the reaction yield, written as a fraction of the theoretical maximum amount of product (1.0 means a 100% yield; for example, 0.34 means a 34% yield).. This data is from Reaction yield outcomes from USPTO patents with 853,638 reactions. (1) The catalyst is ClCCl. The reactants are Cl[C:2]([O:4][CH3:5])=[O:3].[CH3:6][CH2:7][O:8][C:9]([CH:11]1[CH2:15][CH2:14][CH:13]([CH2:16][NH:17][CH2:18][C:19]([O:21][C:22]([CH3:25])([CH3:24])[CH3:23])=[O:20])[N:12]1[C:26]([O:28][C:29]([CH3:32])([CH3:31])[CH3:30])=[O:27])=[O:10].CN1CCOCC1. The product is [CH3:6][CH2:7][O:8][C:9]([CH:11]1[CH2:15][CH2:14][CH:13]([CH2:16][N:17]([CH2:18][C:19]([O:21][C:22]([CH3:23])([CH3:24])[CH3:25])=[O:20])[C:2]([O:4][CH3:5])=[O:3])[N:12]1[C:26]([O:28][C:29]([CH3:31])([CH3:30])[CH3:32])=[O:27])=[O:10]. The yield is 0.880. (2) The reactants are [O:1]([C:8]1[C:9]([NH:21][C:22]2[S:26][N:25]=[C:24]([CH:27]3[CH2:32][CH2:31][NH:30][CH2:29][CH2:28]3)[N:23]=2)=[N:10][CH:11]=[C:12]([S:14][C:15]2[CH:20]=[CH:19][CH:18]=[CH:17][N:16]=2)[CH:13]=1)[C:2]1[CH:7]=[CH:6][CH:5]=[CH:4][CH:3]=1.[C:33](OC(=O)C)(=[O:35])[CH3:34].C1COCC1. The catalyst is O. The product is [O:1]([C:8]1[C:9]([NH:21][C:22]2[S:26][N:25]=[C:24]([CH:27]3[CH2:32][CH2:31][N:30]([C:33](=[O:35])[CH3:34])[CH2:29][CH2:28]3)[N:23]=2)=[N:10][CH:11]=[C:12]([S:14][C:15]2[CH:20]=[CH:19][CH:18]=[CH:17][N:16]=2)[CH:13]=1)[C:2]1[CH:7]=[CH:6][CH:5]=[CH:4][CH:3]=1. The yield is 0.540. (3) The reactants are [OH-].[K+].[Br:3][C:4]1[CH:5]=[C:6](B(O)O)[CH:7]=[CH:8][CH:9]=1.[CH2:13]([O:15][C:16](=[O:29])[CH:17]=[C:18]1[CH2:21][N:20]([C:22]([O:24][C:25]([CH3:28])([CH3:27])[CH3:26])=[O:23])[CH2:19]1)[CH3:14]. The catalyst is O1CCOCC1.[Cl-].[Na+].O. The product is [Br:3][C:4]1[CH:5]=[C:6]([C:18]2([CH2:17][C:16]([O:15][CH2:13][CH3:14])=[O:29])[CH2:19][N:20]([C:22]([O:24][C:25]([CH3:28])([CH3:27])[CH3:26])=[O:23])[CH2:21]2)[CH:7]=[CH:8][CH:9]=1. The yield is 0.790. (4) The product is [C:27]([NH:26][C:25]1[C:19]2[C:20](=[N:21][CH:22]=[C:17]([C:1]3[CH:6]=[CH:5][CH:4]=[CH:3][CH:2]=3)[C:18]=2[N:35]2[CH2:40][CH2:39][CH2:38][C@@H:37]([NH:41][C:42](=[O:48])[O:43][C:44]([CH3:46])([CH3:45])[CH3:47])[CH2:36]2)[NH:23][CH:24]=1)(=[O:34])[C:28]1[CH:33]=[CH:32][CH:31]=[N:30][CH:29]=1. The yield is 0.600. The reactants are [C:1]1(B(O)O)[CH:6]=[CH:5][CH:4]=[CH:3][CH:2]=1.C(=O)([O-])[O-].[Na+].[Na+].Br[C:17]1[C:18]([N:35]2[CH2:40][CH2:39][CH2:38][C@@H:37]([NH:41][C:42](=[O:48])[O:43][C:44]([CH3:47])([CH3:46])[CH3:45])[CH2:36]2)=[C:19]2[C:25]([NH:26][C:27](=[O:34])[C:28]3[CH:33]=[CH:32][CH:31]=[N:30][CH:29]=3)=[CH:24][NH:23][C:20]2=[N:21][CH:22]=1.CC#N.O. The catalyst is O1CCOCC1.C1C=CC([P]([Pd]([P](C2C=CC=CC=2)(C2C=CC=CC=2)C2C=CC=CC=2)([P](C2C=CC=CC=2)(C2C=CC=CC=2)C2C=CC=CC=2)[P](C2C=CC=CC=2)(C2C=CC=CC=2)C2C=CC=CC=2)(C2C=CC=CC=2)C2C=CC=CC=2)=CC=1. (5) The reactants are [H-].[Na+].N1C=NC=N1.Br[CH2:9][CH2:10][N:11]([S:22]([C:25]1[CH:30]=[CH:29][C:28]([CH3:31])=[CH:27][CH:26]=1)(=[O:24])=[O:23])[C:12]1[CH:17]=[CH:16][C:15]([Cl:18])=[CH:14][C:13]=1[N+:19]([O-:21])=[O:20].O. The catalyst is CN(C=O)C. The product is [Cl:18][C:15]1[CH:16]=[CH:17][C:12]([N:11]([CH:10]=[CH2:9])[S:22]([C:25]2[CH:26]=[CH:27][C:28]([CH3:31])=[CH:29][CH:30]=2)(=[O:24])=[O:23])=[C:13]([N+:19]([O-:21])=[O:20])[CH:14]=1. The yield is 0.180. (6) The reactants are [Cl:1][C:2]1[CH:3]=[C:4]([N:9]2[CH2:18][CH2:17][C:16]3[C:11](=[CH:12][CH:13]=[C:14]([O:19]CC4C=CC=CC=4)[CH:15]=3)[CH:10]2[CH2:27][C:28]2[CH:33]=[CH:32][C:31]([O:34][CH2:35][CH2:36][CH:37]3[CH2:42][CH2:41][CH2:40][CH2:39][NH:38]3)=[CH:30][CH:29]=2)[CH:5]=[CH:6][C:7]=1[Cl:8]. The catalyst is C(OCC)(=O)C. The product is [Cl:1][C:2]1[CH:3]=[C:4]([N:9]2[CH2:18][CH2:17][C:16]3[C:11](=[CH:12][CH:13]=[C:14]([OH:19])[CH:15]=3)[CH:10]2[CH2:27][C:28]2[CH:33]=[CH:32][C:31]([O:34][CH2:35][CH2:36][CH:37]3[CH2:42][CH2:41][CH2:40][CH2:39][NH:38]3)=[CH:30][CH:29]=2)[CH:5]=[CH:6][C:7]=1[Cl:8]. The yield is 0.0300. (7) The reactants are [CH2:1]([O:4][C:5]1[CH:14]=[CH:13][CH:12]=[C:11]2[C:6]=1[CH2:7][CH2:8][CH2:9][CH2:10]2)[CH2:2][CH3:3].[Br:15]N1C(=O)CCC1=O. The catalyst is C(#N)C. The product is [Br:15][C:12]1[CH:13]=[CH:14][C:5]([O:4][CH2:1][CH2:2][CH3:3])=[C:6]2[C:11]=1[CH2:10][CH2:9][CH2:8][CH2:7]2. The yield is 0.990. (8) The reactants are [CH3:1][C:2]1[N+:7]([O-])=[C:6]([C:9]2[CH:14]=[CH:13][CH:12]=[CH:11][CH:10]=2)[N:5]=[CH:4][CH:3]=1.O=P(Cl)(Cl)[Cl:17]. The catalyst is O1CCOCC1. The product is [Cl:17][CH2:1][C:2]1[CH:3]=[CH:4][N:5]=[C:6]([C:9]2[CH:14]=[CH:13][CH:12]=[CH:11][CH:10]=2)[N:7]=1. The yield is 0.343. (9) The reactants are Cl[C:2]1[N:3]=[C:4]2[C:9](=[CH:10][CH:11]=1)[N:8]=[CH:7][C:6]([C:12](=[O:14])[CH3:13])=[C:5]2[NH:15][C@H:16]1[CH2:21][CH2:20][C@H:19]([CH2:22][N:23]([CH3:25])[CH3:24])[CH2:18][CH2:17]1.CC1(C)C(C)(C)OB([C:34]2[CH:35]=[N:36][C:37]([C:40]#[N:41])=[N:38][CH:39]=2)O1. No catalyst specified. The product is [C:12]([C:6]1[C:5]([NH:15][C@H:16]2[CH2:21][CH2:20][C@H:19]([CH2:22][N:23]([CH3:25])[CH3:24])[CH2:18][CH2:17]2)=[C:4]2[C:9]([CH:10]=[CH:11][C:2]([C:34]3[CH:35]=[N:36][C:37]([C:40]#[N:41])=[N:38][CH:39]=3)=[N:3]2)=[N:8][CH:7]=1)(=[O:14])[CH3:13]. The yield is 0.230.